From a dataset of Full USPTO retrosynthesis dataset with 1.9M reactions from patents (1976-2016). Predict the reactants needed to synthesize the given product. Given the product [C:31]1([CH:7]([C:1]2[CH:2]=[CH:3][CH:4]=[CH:5][CH:6]=2)[N:8]2[C:16]3[C:11](=[CH:12][CH:13]=[CH:14][CH:15]=3)[CH:10]([C:18]3[C:19]([OH:29])=[CH:20][C:21]4[O:25][C:24](=[O:26])[N:23]([CH3:27])[C:22]=4[CH:28]=3)[C:9]2=[O:30])[CH:32]=[CH:33][CH:34]=[CH:35][CH:36]=1, predict the reactants needed to synthesize it. The reactants are: [C:1]1([CH:7]([C:31]2[CH:36]=[CH:35][CH:34]=[CH:33][CH:32]=2)[N:8]2[C:16]3[C:11](=[CH:12][CH:13]=[CH:14][CH:15]=3)[C:10]([C:18]3[C:19]([OH:29])=[CH:20][C:21]4[O:25][C:24](=[O:26])[N:23]([CH3:27])[C:22]=4[CH:28]=3)(O)[C:9]2=[O:30])[CH:6]=[CH:5][CH:4]=[CH:3][CH:2]=1.C(N1C2C(=CC=CC=2)C(C2C(O)=CC3N(C)C(=O)COC=3C=2)(O)C1=O)(C1C=CC=CC=1)C1C=CC=CC=1.OC1C=CC2N(C)C(=O)OC=2C=1.